Dataset: Full USPTO retrosynthesis dataset with 1.9M reactions from patents (1976-2016). Task: Predict the reactants needed to synthesize the given product. Given the product [C:56]([O:55][C:53]([N:44]1[CH2:69][CH2:70][NH:65][CH2:66][C:67]1([S:14]([C:17]1[NH:18][C:19]2[C:24]([CH:25]=1)=[CH:23][C:22]([Cl:26])=[CH:21][CH:20]=2)(=[O:15])=[O:16])[CH2:68][C:60](=[O:63])[NH2:64])=[O:54])([CH3:57])([CH3:58])[CH3:59], predict the reactants needed to synthesize it. The reactants are: C(OC(N1CCN([S:14]([C:17]2[N:18](S(C3C=CC=CC=3)(=O)=O)[C:19]3[C:24]([CH:25]=2)=[CH:23][C:22]([Cl:26])=[CH:21][CH:20]=3)(=[O:16])=[O:15])CC1CC(OC)=O)=O)(C)(C)C.[OH-].[Na+].[Cl-].[NH4+:44].[C:53](O[C:53]([O:55][C:56]([CH3:59])([CH3:58])[CH3:57])=[O:54])([O:55][C:56]([CH3:59])([CH3:58])[CH3:57])=[O:54].[C:60](=[O:63])(O)[O-].[NH4+:64].[N:65]1[CH:70]=[CH:69][CH:68]=[CH:67][CH:66]=1.